Dataset: Reaction yield outcomes from USPTO patents with 853,638 reactions. Task: Predict the reaction yield, written as a fraction of the theoretical maximum amount of product (1.0 means a 100% yield; for example, 0.34 means a 34% yield). (1) The reactants are Br[C:2]1[N:7]2[N:8]=[N:9][N:10]=[C:6]2[C:5]([N:11]2[CH2:14][CH:13]([N:15]([CH3:23])[C:16](=[O:22])[O:17][C:18]([CH3:21])([CH3:20])[CH3:19])[CH2:12]2)=[N:4][CH:3]=1.[S:24]1[CH:28]=[CH:27][CH:26]=[C:25]1B(O)O.C([O-])([O-])=O.[Cs+].[Cs+].O1CCOCC1. The catalyst is C1C=CC([P]([Pd]([P](C2C=CC=CC=2)(C2C=CC=CC=2)C2C=CC=CC=2)([P](C2C=CC=CC=2)(C2C=CC=CC=2)C2C=CC=CC=2)[P](C2C=CC=CC=2)(C2C=CC=CC=2)C2C=CC=CC=2)(C2C=CC=CC=2)C2C=CC=CC=2)=CC=1.O. The product is [CH3:23][N:15]([CH:13]1[CH2:14][N:11]([C:5]2[C:6]3[N:7]([N:8]=[N:9][N:10]=3)[C:2]([C:25]3[S:24][CH:28]=[CH:27][CH:26]=3)=[CH:3][N:4]=2)[CH2:12]1)[C:16](=[O:22])[O:17][C:18]([CH3:21])([CH3:20])[CH3:19]. The yield is 0.700. (2) The reactants are S(=O)(=O)(O)O.[NH2:6][C:7]1[N:15]=[C:14]([Cl:16])[CH:13]=[CH:12][C:8]=1[C:9]([OH:11])=[O:10].[C:17](=O)(O)[O-].[Na+]. The catalyst is CO. The product is [CH3:17][O:10][C:9](=[O:11])[C:8]1[CH:12]=[CH:13][C:14]([Cl:16])=[N:15][C:7]=1[NH2:6]. The yield is 0.680. (3) The reactants are Cl[C:2]1[C:11]2[C:6](=[CH:7][C:8]([CH2:12][O:13][C:14]3[CH:21]=[CH:20][C:17]([C:18]#[N:19])=[CH:16][CH:15]=3)=[CH:9][CH:10]=2)[N:5]=[C:4]([CH3:22])[CH:3]=1.[CH3:23][N:24]1[CH2:29][CH2:28][NH:27][CH2:26][CH2:25]1. The catalyst is CN1CCCC1=O. The product is [CH3:22][C:4]1[CH:3]=[C:2]([N:27]2[CH2:28][CH2:29][N:24]([CH3:23])[CH2:25][CH2:26]2)[C:11]2[C:6](=[CH:7][C:8]([CH2:12][O:13][C:14]3[CH:21]=[CH:20][C:17]([C:18]#[N:19])=[CH:16][CH:15]=3)=[CH:9][CH:10]=2)[N:5]=1. The yield is 0.660. (4) The reactants are [C:1]([C:4]1[CH:5]=[C:6]([S:14][CH2:15][CH2:16][CH2:17]Cl)[C:7]([OH:13])=[C:8]([CH:12]=1)[C:9]([NH2:11])=[O:10])(=[O:3])[CH3:2].C([O-])([O-])=O.[Cs+].[Cs+]. The yield is 0.400. The product is [C:1]([C:4]1[CH:12]=[C:8]([C:9]([NH2:11])=[O:10])[C:7]2[O:13][CH2:17][CH2:16][CH2:15][S:14][C:6]=2[CH:5]=1)(=[O:3])[CH3:2]. The catalyst is CN(C=O)C.C(OCC)(=O)C.Cl.